Dataset: Catalyst prediction with 721,799 reactions and 888 catalyst types from USPTO. Task: Predict which catalyst facilitates the given reaction. (1) Reactant: [Br:1][C:2]1[C:3]([CH3:9])=[C:4]([NH2:8])[CH:5]=[CH:6][CH:7]=1.[CH:10](=O)[CH2:11][CH3:12].C(O)(=O)C.C(O[BH-](OC(=O)C)OC(=O)C)(=O)C.[Na+].C(=O)(O)[O-].[Na+]. Product: [Br:1][C:2]1[C:3]([CH3:9])=[C:4]([CH:5]=[CH:6][CH:7]=1)[NH:8][CH2:10][CH2:11][CH3:12]. The catalyst class is: 2. (2) Reactant: [CH3:1][N:2]1[CH:6]=[C:5]([NH:7][C:8]([C:10]2[C:14]3[N:15]=[C:16](Cl)[N:17]=[CH:18][C:13]=3[S:12][CH:11]=2)=[O:9])[CH:4]=[N:3]1.[NH2:20][C@@H:21]1[CH2:26][CH2:25][O:24][CH2:23][C@@H:22]1[NH:27][C:28](=[O:34])[O:29][C:30]([CH3:33])([CH3:32])[CH3:31].C(N(C(C)C)CC)(C)C. Product: [C:30]([O:29][C:28](=[O:34])[NH:27][C@@H:22]1[C@H:21]([NH:20][C:16]2[N:17]=[CH:18][C:13]3[S:12][CH:11]=[C:10]([C:8](=[O:9])[NH:7][C:5]4[CH:4]=[N:3][N:2]([CH3:1])[CH:6]=4)[C:14]=3[N:15]=2)[CH2:26][CH2:25][O:24][CH2:23]1)([CH3:33])([CH3:31])[CH3:32]. The catalyst class is: 346. (3) Reactant: O[CH:2]([CH:8]1[CH2:12][CH2:11][CH2:10][C:9]1=[O:13])[CH2:3][CH2:4][CH2:5][CH2:6][CH3:7].C(O)(=O)C(O)=O. Product: [CH:2](=[C:8]1[CH2:12][CH2:11][CH2:10][C:9]1=[O:13])[CH2:3][CH2:4][CH2:5][CH2:6][CH3:7]. The catalyst class is: 11. (4) Reactant: [C:1]([O:20][CH2:21][C@H:22]1[O:36][C@H:26]([O:27][C:28]2[CH:33]=[CH:32][C:31]([O:34][CH3:35])=[CH:30][CH:29]=2)[C@H:25]([OH:37])[C@@H:24]([OH:38])[C@H:23]1[OH:39])([C:14]1[CH:19]=[CH:18][CH:17]=[CH:16][CH:15]=1)([C:8]1[CH:13]=[CH:12][CH:11]=[CH:10][CH:9]=1)[C:2]1[CH:7]=[CH:6][CH:5]=[CH:4][CH:3]=1.[CH2:40](Br)[CH:41]=[CH2:42].[H-].[Na+]. Product: [CH2:40]([O:37][C@@H:25]1[C@@H:24]([O:38][CH2:8][CH:1]=[CH2:2])[C@@H:23]([O:39][CH2:5][CH:4]=[CH2:3])[C@@H:22]([CH2:21][O:20][C:1]([C:8]2[CH:9]=[CH:10][CH:11]=[CH:12][CH:13]=2)([C:2]2[CH:3]=[CH:4][CH:5]=[CH:6][CH:7]=2)[C:14]2[CH:15]=[CH:16][CH:17]=[CH:18][CH:19]=2)[O:36][C@@H:26]1[O:27][C:28]1[CH:33]=[CH:32][C:31]([O:34][CH3:35])=[CH:30][CH:29]=1)[CH:41]=[CH2:42]. The catalyst class is: 3. (5) Reactant: Cl[C:2]1[CH:7]=[C:6]([C:8]2[CH:13]=[CH:12][CH:11]=[CH:10][CH:9]=2)[N:5]=[C:4]([NH:14][C:15](=[O:29])[CH2:16][CH2:17][C:18]([C:20]2[CH:21]=[CH:22][C:23]3[O:27][CH2:26][CH2:25][C:24]=3[CH:28]=2)=[O:19])[CH:3]=1.C1(C2C=CC=CC=2)C=CC=CC=1P(C1CCCCC1)C1CCCCC1.C(=O)([O-])[O-].[K+].[K+].CC1(C)C(C)(C)OB([C:69]2[CH:74]=[CH:73][C:72]([N:75]3[CH2:80][CH2:79][O:78][CH2:77][CH2:76]3)=[CH:71][CH:70]=2)O1. Product: [O:27]1[C:23]2[CH:22]=[CH:21][C:20]([C:18](=[O:19])[CH2:17][CH2:16][C:15]([NH:14][C:4]3[CH:3]=[C:2]([C:69]4[CH:70]=[CH:71][C:72]([N:75]5[CH2:76][CH2:77][O:78][CH2:79][CH2:80]5)=[CH:73][CH:74]=4)[CH:7]=[C:6]([C:8]4[CH:13]=[CH:12][CH:11]=[CH:10][CH:9]=4)[N:5]=3)=[O:29])=[CH:28][C:24]=2[CH2:25][CH2:26]1. The catalyst class is: 110. (6) Reactant: [N:1]12[CH2:8][C@H:5]([CH2:6][CH2:7]1)[NH:4][C:3]1[N:9]=[C:10]([N:13]3[CH2:19][CH2:18][CH2:17][N:16](C(OC(C)(C)C)=O)[CH2:15][CH2:14]3)[CH:11]=[CH:12][C:2]2=1.Cl. Product: [N:13]1([C:10]2[CH:11]=[CH:12][C:2]3[N:1]4[CH2:8][C@H:5]([CH2:6][CH2:7]4)[NH:4][C:3]=3[N:9]=2)[CH2:19][CH2:18][CH2:17][NH:16][CH2:15][CH2:14]1. The catalyst class is: 25. (7) Reactant: [NH2:1][C:2]1[CH:7]=[CH:6][C:5]([C:8]2[C:16]3[C:11](=[N:12][CH:13]=[CH:14][CH:15]=3)[NH:10][C:9]=2[C:17]([NH2:19])=[O:18])=[CH:4][CH:3]=1.[F:20][C:21]1[CH:26]=[CH:25][C:24]([C:27]([F:30])([F:29])[F:28])=[CH:23][C:22]=1[N:31]=[C:32]=[O:33]. Product: [F:20][C:21]1[CH:26]=[CH:25][C:24]([C:27]([F:30])([F:29])[F:28])=[CH:23][C:22]=1[NH:31][C:32](=[O:33])[NH:1][C:2]1[CH:3]=[CH:4][C:5]([C:8]2[C:16]3[C:11](=[N:12][CH:13]=[CH:14][CH:15]=3)[NH:10][C:9]=2[C:17]([NH2:19])=[O:18])=[CH:6][CH:7]=1. The catalyst class is: 7. (8) Reactant: [F:1][C:2]([F:27])([F:26])[C:3]1[CH:8]=[CH:7][C:6]([C:9]([C:16]2[CH:21]=[CH:20][C:19]([C:22]([F:25])([F:24])[F:23])=[CH:18][CH:17]=2)=[CH:10]/[CH:11]=[CH:12]/[C:13](O)=[O:14])=[CH:5][CH:4]=1.[NH2:28][C:29]1[CH:38]=[CH:37][CH:36]=[C:35]2[C:30]=1[CH:31]=[CH:32][N:33]=[CH:34]2.CCN=C=NCCCN(C)C.Cl.C1C=CC2N(O)N=NC=2C=1.C(=O)([O-])O.[Na+]. Product: [CH:34]1[C:35]2[C:30](=[C:29]([NH:28][C:13](=[O:14])/[CH:12]=[CH:11]/[CH:10]=[C:9]([C:6]3[CH:7]=[CH:8][C:3]([C:2]([F:27])([F:1])[F:26])=[CH:4][CH:5]=3)[C:16]3[CH:21]=[CH:20][C:19]([C:22]([F:23])([F:25])[F:24])=[CH:18][CH:17]=3)[CH:38]=[CH:37][CH:36]=2)[CH:31]=[CH:32][N:33]=1. The catalyst class is: 3.